This data is from Forward reaction prediction with 1.9M reactions from USPTO patents (1976-2016). The task is: Predict the product of the given reaction. (1) Given the reactants [C:1]1([C:20]2[CH:25]=[CH:24][CH:23]=[CH:22][CH:21]=2)[CH:6]=[CH:5][C:4]([CH2:7][N:8]2[CH:16]=[C:15]3[C:10]([N:11]=[C:12](Cl)[N:13]([CH3:18])[C:14]3=[O:17])=[N:9]2)=[CH:3][CH:2]=1.[NH2:26][C:27]([CH3:31])([CH3:30])[CH2:28][OH:29], predict the reaction product. The product is: [C:1]1([C:20]2[CH:25]=[CH:24][CH:23]=[CH:22][CH:21]=2)[CH:6]=[CH:5][C:4]([CH2:7][N:8]2[CH:16]=[C:15]3[C:10]([N:11]=[C:12]([NH:26][C:27]([CH3:31])([CH3:30])[CH2:28][OH:29])[N:13]([CH3:18])[C:14]3=[O:17])=[N:9]2)=[CH:3][CH:2]=1. (2) Given the reactants CC(OC(/N=N/C(OC(C)C)=O)=O)C.[OH:15][C:16]1[CH:21]=[CH:20][C:19]([C@@H:22]2[O:27][CH2:26][CH2:25][N:24]([CH2:28][C:29]3[CH:34]=[CH:33][CH:32]=[CH:31][CH:30]=3)[CH2:23]2)=[CH:18][CH:17]=1.C1(P(C2C=CC=CC=2)C2C=CC=CC=2)C=CC=CC=1.[C:54]([N:57]1[CH2:62][CH2:61][CH:60](O)[CH2:59][CH2:58]1)(=[O:56])[CH3:55], predict the reaction product. The product is: [C:54]([N:57]1[CH2:62][CH2:61][CH:60]([O:15][C:16]2[CH:17]=[CH:18][C:19]([C@@H:22]3[O:27][CH2:26][CH2:25][N:24]([CH2:28][C:29]4[CH:30]=[CH:31][CH:32]=[CH:33][CH:34]=4)[CH2:23]3)=[CH:20][CH:21]=2)[CH2:59][CH2:58]1)(=[O:56])[CH3:55]. (3) Given the reactants [Cl:1][C:2]1[CH:3]=[C:4]([NH:8][C:9]([N:11]2[CH2:16][CH2:15][C:14]3[NH:17][N:18]=[C:19]([C:20]([OH:22])=O)[C:13]=3[CH2:12]2)=[O:10])[CH:5]=[CH:6][CH:7]=1.[CH3:23][O:24][NH:25][CH:26]([CH3:28])[CH3:27].CCN(C(C)C)C(C)C.CN(C(ON1N=NC2C=CC=NC1=2)=[N+](C)C)C.F[P-](F)(F)(F)(F)F, predict the reaction product. The product is: [Cl:1][C:2]1[CH:3]=[C:4]([NH:8][C:9]([N:11]2[CH2:16][CH2:15][C:14]3[NH:17][N:18]=[C:19]([C:20]([N:25]([CH:26]([CH3:28])[CH3:27])[O:24][CH3:23])=[O:22])[C:13]=3[CH2:12]2)=[O:10])[CH:5]=[CH:6][CH:7]=1. (4) Given the reactants [CH3:1][N:2]([CH3:8])[C:3]([CH3:7])([CH3:6])[CH2:4][OH:5].[H-].[Na+].C1OCCOCCOCCOCCOC1.[Cl:26][C:27]1[CH:28]=[C:29]([CH:42]=[CH:43][C:44]=1[O:45][CH2:46][C:47]1[CH:52]=[CH:51][CH:50]=[CH:49][N:48]=1)[NH:30][C:31]1[C:40]2[C:35](=[CH:36][CH:37]=[CH:38][C:39]=2F)[N:34]=[CH:33][N:32]=1, predict the reaction product. The product is: [Cl:26][C:27]1[CH:28]=[C:29]([NH:30][C:31]2[C:40]3[C:35](=[CH:36][CH:37]=[CH:38][C:39]=3[O:5][CH2:4][C:3]([N:2]([CH3:8])[CH3:1])([CH3:7])[CH3:6])[N:34]=[CH:33][N:32]=2)[CH:42]=[CH:43][C:44]=1[O:45][CH2:46][C:47]1[CH:52]=[CH:51][CH:50]=[CH:49][N:48]=1. (5) Given the reactants Br[CH:2]1[CH2:10][C:9]2[C:4](=[CH:5][CH:6]=[C:7]([Cl:11])[CH:8]=2)[C:3]1=[O:12].[S-:13][C:14]1[CH:19]=[CH:18][CH:17]=[CH:16][CH:15]=1.[Na+], predict the reaction product. The product is: [Cl:11][C:7]1[CH:8]=[C:9]2[C:4](=[CH:5][CH:6]=1)[C:3](=[O:12])[CH:2]([S:13][C:14]1[CH:19]=[CH:18][CH:17]=[CH:16][CH:15]=1)[CH2:10]2. (6) Given the reactants [F:1][CH:2]([F:29])[O:3][C:4]1[CH:9]=[CH:8][C:7]([C:10]2[O:11][CH:12]=[C:13]([CH2:15][NH:16][C:17](=[O:27])[C:18]3[CH:23]=[CH:22][CH:21]=[CH:20][C:19]=3[O:24][CH2:25][CH3:26])[N:14]=2)=[CH:6][C:5]=1[OH:28].Br[CH2:31][CH:32]1[CH2:35][CH2:34][CH2:33]1, predict the reaction product. The product is: [CH:32]1([CH2:31][O:28][C:5]2[CH:6]=[C:7]([C:10]3[O:11][CH:12]=[C:13]([CH2:15][NH:16][C:17](=[O:27])[C:18]4[CH:23]=[CH:22][CH:21]=[CH:20][C:19]=4[O:24][CH2:25][CH3:26])[N:14]=3)[CH:8]=[CH:9][C:4]=2[O:3][CH:2]([F:1])[F:29])[CH2:35][CH2:34][CH2:33]1. (7) Given the reactants [Cl:1][C:2]1[CH:3]=[C:4]([NH:9][C:10]2[C:15]3[C:16]4[CH2:22][CH2:21][CH2:20][NH:19][CH2:18][C:17]=4[S:23][C:14]=3[N:13]=[CH:12][N:11]=2)[CH:5]=[CH:6][C:7]=1[F:8].Cl.[CH3:25][N:26]([CH3:33])[CH2:27]/[CH:28]=[CH:29]/[C:30](O)=[O:31], predict the reaction product. The product is: [Cl:1][C:2]1[CH:3]=[C:4]([NH:9][C:10]2[C:15]3[C:16]4[CH2:22][CH2:21][CH2:20][N:19]([C:30](=[O:31])/[CH:29]=[CH:28]/[CH2:27][N:26]([CH3:33])[CH3:25])[CH2:18][C:17]=4[S:23][C:14]=3[N:13]=[CH:12][N:11]=2)[CH:5]=[CH:6][C:7]=1[F:8].